Dataset: TCR-epitope binding with 47,182 pairs between 192 epitopes and 23,139 TCRs. Task: Binary Classification. Given a T-cell receptor sequence (or CDR3 region) and an epitope sequence, predict whether binding occurs between them. (1) The epitope is KLFIRQEEV. The TCR CDR3 sequence is CASSLTGYNEQFF. Result: 0 (the TCR does not bind to the epitope). (2) The epitope is LPPIVAKEI. The TCR CDR3 sequence is CASSQTRVDTGELFF. Result: 0 (the TCR does not bind to the epitope).